This data is from CYP2D6 inhibition data for predicting drug metabolism from PubChem BioAssay. The task is: Regression/Classification. Given a drug SMILES string, predict its absorption, distribution, metabolism, or excretion properties. Task type varies by dataset: regression for continuous measurements (e.g., permeability, clearance, half-life) or binary classification for categorical outcomes (e.g., BBB penetration, CYP inhibition). Dataset: cyp2d6_veith. (1) The molecule is Cc1ccccc1S(=O)(=O)c1c(C)cc(-c2ccccc2)[nH]c1=O. The result is 0 (non-inhibitor). (2) The drug is COc1ccc(CNC(C)(C)C)cc1Cl.Cl. The result is 0 (non-inhibitor).